Dataset: Reaction yield outcomes from USPTO patents with 853,638 reactions. Task: Predict the reaction yield, written as a fraction of the theoretical maximum amount of product (1.0 means a 100% yield; for example, 0.34 means a 34% yield). The reactants are [CH3:1][O:2][C:3]1[CH:9]=[C:8]([N:10]2[CH2:15][CH2:14][N:13]([CH3:16])[CH2:12][CH2:11]2)[CH:7]=[CH:6][C:4]=1[NH2:5].[CH3:17][C:18]1[C:27]2[CH:26]=[N:25][C:24](S(C)=O)=[N:23][C:22]=2[N:21]([C:31]2[CH:32]=[C:33]([NH:37][C:38](=[O:41])[CH:39]=[CH2:40])[CH:34]=[CH:35][CH:36]=2)[C:20](=[O:42])[CH:19]=1.CCN(C(C)C)C(C)C. The catalyst is C(O)(C)(C)C.O1CCOCC1. The product is [CH3:1][O:2][C:3]1[CH:9]=[C:8]([N:10]2[CH2:11][CH2:12][N:13]([CH3:16])[CH2:14][CH2:15]2)[CH:7]=[CH:6][C:4]=1[NH:5][C:24]1[N:25]=[CH:26][C:27]2[C:18]([CH3:17])=[CH:19][C:20](=[O:42])[N:21]([C:31]3[CH:32]=[C:33]([NH:37][C:38](=[O:41])[CH:39]=[CH2:40])[CH:34]=[CH:35][CH:36]=3)[C:22]=2[N:23]=1. The yield is 0.310.